Dataset: NCI-60 drug combinations with 297,098 pairs across 59 cell lines. Task: Regression. Given two drug SMILES strings and cell line genomic features, predict the synergy score measuring deviation from expected non-interaction effect. (1) Drug 1: COC1=C(C=C2C(=C1)N=CN=C2NC3=CC(=C(C=C3)F)Cl)OCCCN4CCOCC4. Drug 2: C1CC(=O)NC(=O)C1N2C(=O)C3=CC=CC=C3C2=O. Cell line: CCRF-CEM. Synergy scores: CSS=9.18, Synergy_ZIP=-2.55, Synergy_Bliss=0.583, Synergy_Loewe=-0.856, Synergy_HSA=1.22. (2) Drug 1: C1=CN(C=N1)CC(O)(P(=O)(O)O)P(=O)(O)O. Drug 2: CN(C(=O)NC(C=O)C(C(C(CO)O)O)O)N=O. Cell line: NCIH23. Synergy scores: CSS=7.64, Synergy_ZIP=-2.22, Synergy_Bliss=3.02, Synergy_Loewe=2.42, Synergy_HSA=2.44. (3) Drug 1: CC1=CC2C(CCC3(C2CCC3(C(=O)C)OC(=O)C)C)C4(C1=CC(=O)CC4)C. Drug 2: CC1=C(N=C(N=C1N)C(CC(=O)N)NCC(C(=O)N)N)C(=O)NC(C(C2=CN=CN2)OC3C(C(C(C(O3)CO)O)O)OC4C(C(C(C(O4)CO)O)OC(=O)N)O)C(=O)NC(C)C(C(C)C(=O)NC(C(C)O)C(=O)NCCC5=NC(=CS5)C6=NC(=CS6)C(=O)NCCC[S+](C)C)O. Cell line: SF-295. Synergy scores: CSS=24.7, Synergy_ZIP=-2.36, Synergy_Bliss=-3.65, Synergy_Loewe=-78.7, Synergy_HSA=-5.27. (4) Drug 1: CS(=O)(=O)OCCCCOS(=O)(=O)C. Drug 2: CC1C(C(CC(O1)OC2CC(CC3=C2C(=C4C(=C3O)C(=O)C5=C(C4=O)C(=CC=C5)OC)O)(C(=O)CO)O)N)O.Cl. Cell line: SNB-75. Synergy scores: CSS=49.4, Synergy_ZIP=0.821, Synergy_Bliss=3.39, Synergy_Loewe=-26.4, Synergy_HSA=3.36. (5) Drug 1: C1=CC(=CC=C1CCC2=CNC3=C2C(=O)NC(=N3)N)C(=O)NC(CCC(=O)O)C(=O)O. Drug 2: CCC1=C2CN3C(=CC4=C(C3=O)COC(=O)C4(CC)O)C2=NC5=C1C=C(C=C5)O. Cell line: 786-0. Synergy scores: CSS=46.2, Synergy_ZIP=-3.66, Synergy_Bliss=-4.15, Synergy_Loewe=-5.38, Synergy_HSA=0.416.